This data is from Full USPTO retrosynthesis dataset with 1.9M reactions from patents (1976-2016). The task is: Predict the reactants needed to synthesize the given product. Given the product [Cl:1][C:2]1[CH:21]=[CH:20][C:5]([CH2:6][N:7]2[C:15]3[C:14](=[O:16])[NH:13][C:12](=[O:17])[N:11]([CH3:18])[C:10]=3[N:9]=[C:8]2[S:25]([Cl:22])(=[O:29])=[O:26])=[CH:4][CH:3]=1, predict the reactants needed to synthesize it. The reactants are: [Cl:1][C:2]1[CH:21]=[CH:20][C:5]([CH2:6][N:7]2[C:15]3[C:14](=[O:16])[NH:13][C:12](=[O:17])[N:11]([CH3:18])[C:10]=3[N:9]=[C:8]2S)=[CH:4][CH:3]=1.[Cl:22][O-].[Na+].[S:25](=[O:29])(=O)(O)[OH:26].